From a dataset of Catalyst prediction with 721,799 reactions and 888 catalyst types from USPTO. Predict which catalyst facilitates the given reaction. (1) Reactant: [CH2:1]([O:8][C:9]1[CH:23]=[CH:22][C:12]([O:13][CH:14]2[CH:19]3[CH2:20][CH2:21][N:16]([CH2:17][CH2:18]3)[CH2:15]2)=[CH:11][CH:10]=1)[C:2]1[CH:7]=[CH:6][CH:5]=[CH:4][CH:3]=1.[ClH:24].O1CCOCC1. Product: [ClH:24].[CH2:1]([O:8][C:9]1[CH:23]=[CH:22][C:12]([O:13][CH:14]2[CH:19]3[CH2:20][CH2:21][N:16]([CH2:17][CH2:18]3)[CH2:15]2)=[CH:11][CH:10]=1)[C:2]1[CH:3]=[CH:4][CH:5]=[CH:6][CH:7]=1. The catalyst class is: 13. (2) Reactant: C(N(CC)CC)C.[NH2:8][CH2:9][C:10]1[CH:11]=[C:12]([I:18])[C:13]([NH2:17])=[N:14][C:15]=1[CH3:16].[C:19](O[C:19]([O:21][C:22]([CH3:25])([CH3:24])[CH3:23])=[O:20])([O:21][C:22]([CH3:25])([CH3:24])[CH3:23])=[O:20]. Product: [NH2:17][C:13]1[N:14]=[C:15]([CH3:16])[C:10]([CH2:9][NH:8][C:19](=[O:20])[O:21][C:22]([CH3:25])([CH3:24])[CH3:23])=[CH:11][C:12]=1[I:18]. The catalyst class is: 7. (3) Reactant: CS(C)=O.CCN(C(C)C)C(C)C.[F:14][C:15]([F:35])([C:29]1[CH:34]=[CH:33][CH:32]=[CH:31][CH:30]=1)[CH2:16][NH:17][C:18]1[C:19]([F:28])=[C:20]([CH2:25][CH2:26][OH:27])[C:21]([Cl:24])=[CH:22][CH:23]=1. Product: [F:35][C:15]([F:14])([C:29]1[CH:30]=[CH:31][CH:32]=[CH:33][CH:34]=1)[CH2:16][NH:17][C:18]1[C:19]([F:28])=[C:20]([CH2:25][CH:26]=[O:27])[C:21]([Cl:24])=[CH:22][CH:23]=1. The catalyst class is: 2. (4) Reactant: [C:1]([O:4][CH2:5][C:6]1[CH:7]=[CH:8][C:9]([CH2:13][C:14]2[CH:19]=[CH:18][C:17]([CH2:20][CH3:21])=[CH:16][CH:15]=2)=[C:10]([OH:12])[CH:11]=1)(=[O:3])[CH3:2].[C:22]([O:25][C@@H:26]1[C@@H:38]([O:39][C:40](=[O:42])[CH3:41])[C@H:37]([O:43][C:44](=[O:46])[CH3:45])[C@@H:36]([CH2:47][O:48][C:49](=[O:51])[CH3:50])[O:35][C@@H:27]1OC(=N)C(Cl)(Cl)Cl)(=[O:24])[CH3:23]. Product: [C:22]([O:25][C@@H:26]1[C@@H:38]([O:39][C:40](=[O:42])[CH3:41])[C@H:37]([O:43][C:44](=[O:46])[CH3:45])[C@@H:36]([CH2:47][O:48][C:49](=[O:51])[CH3:50])[O:35][C@H:27]1[O:12][C:10]1[CH:11]=[C:6]([CH2:5][O:4][C:1](=[O:3])[CH3:2])[CH:7]=[CH:8][C:9]=1[CH2:13][C:14]1[CH:15]=[CH:16][C:17]([CH2:20][CH3:21])=[CH:18][CH:19]=1)(=[O:24])[CH3:23]. The catalyst class is: 4. (5) Reactant: [Cl:1][C:2]1[C:3]([C:16]2[C:21]([Cl:22])=[CH:20][N:19]=[C:18](F)[CH:17]=2)=[N:4][C:5]([NH:8][CH2:9][CH:10]2[CH2:15][CH2:14][O:13][CH2:12][CH2:11]2)=[CH:6][CH:7]=1.[NH2:24][C@H:25]1[CH2:30][CH2:29][C@H:28]([NH2:31])[CH2:27][CH2:26]1. Product: [NH2:24][C@H:25]1[CH2:30][CH2:29][C@H:28]([NH:31][C:18]2[CH:17]=[C:16]([C:3]3[C:2]([Cl:1])=[CH:7][CH:6]=[C:5]([NH:8][CH2:9][CH:10]4[CH2:15][CH2:14][O:13][CH2:12][CH2:11]4)[N:4]=3)[C:21]([Cl:22])=[CH:20][N:19]=2)[CH2:27][CH2:26]1. The catalyst class is: 58. (6) Reactant: C[O:2][C:3]1[CH:11]=[C:10]2[C:6]([CH:7]=[C:8]([C:12]#[N:13])[NH:9]2)=[CH:5][C:4]=1[CH2:14][N:15]1[CH2:20][CH2:19][CH:18]([NH:21][C:22]2[C:23]3[CH:30]=[C:29]([CH2:31][C:32]([F:35])([F:34])[F:33])[S:28][C:24]=3[N:25]=[CH:26][N:27]=2)[CH2:17][CH2:16]1.B(Br)(Br)Br.C(=O)(O)[O-].[Na+]. Product: [OH:2][C:3]1[CH:11]=[C:10]2[C:6]([CH:7]=[C:8]([C:12]#[N:13])[NH:9]2)=[CH:5][C:4]=1[CH2:14][N:15]1[CH2:16][CH2:17][CH:18]([NH:21][C:22]2[C:23]3[CH:30]=[C:29]([CH2:31][C:32]([F:34])([F:35])[F:33])[S:28][C:24]=3[N:25]=[CH:26][N:27]=2)[CH2:19][CH2:20]1. The catalyst class is: 2.